This data is from Peptide-MHC class I binding affinity with 185,985 pairs from IEDB/IMGT. The task is: Regression. Given a peptide amino acid sequence and an MHC pseudo amino acid sequence, predict their binding affinity value. This is MHC class I binding data. The peptide sequence is EGCYYQEGKPL. The MHC is Mamu-A02 with pseudo-sequence Mamu-A02. The binding affinity (normalized) is 0.168.